The task is: Predict the reactants needed to synthesize the given product.. This data is from Full USPTO retrosynthesis dataset with 1.9M reactions from patents (1976-2016). (1) Given the product [BrH:12].[Cl:11][C:8]1[CH:7]=[C:3]([C:4]([NH2:6])=[O:5])[C:2](=[NH:1])[N:10]([CH2:13][C:14]2[CH:19]=[C:18]([F:20])[CH:17]=[C:16]([F:21])[C:15]=2[O:22][CH3:23])[CH:9]=1, predict the reactants needed to synthesize it. The reactants are: [NH2:1][C:2]1[N:10]=[CH:9][C:8]([Cl:11])=[CH:7][C:3]=1[C:4]([NH2:6])=[O:5].[Br:12][CH2:13][C:14]1[CH:19]=[C:18]([F:20])[CH:17]=[C:16]([F:21])[C:15]=1[O:22][CH3:23]. (2) Given the product [F:12][C:11]([F:14])([F:13])[C:7]1[CH:6]=[C:5]([C:3](=[O:4])[CH2:2][OH:15])[CH:10]=[CH:9][CH:8]=1, predict the reactants needed to synthesize it. The reactants are: Br[CH2:2][C:3]([C:5]1[CH:10]=[CH:9][CH:8]=[C:7]([C:11]([F:14])([F:13])[F:12])[CH:6]=1)=[O:4].[OH2:15]. (3) Given the product [C:1]([C:5]1[N:13]=[C:12]2[C:8]([N:9]=[CH:10][NH:11]2)=[C:7]([N:18]2[CH2:19][CH2:20][C:16]([F:21])([F:15])[CH2:17]2)[N:6]=1)([CH3:4])([CH3:3])[CH3:2], predict the reactants needed to synthesize it. The reactants are: [C:1]([C:5]1[N:13]=[C:12]2[C:8]([N:9]=[CH:10][NH:11]2)=[C:7](Cl)[N:6]=1)([CH3:4])([CH3:3])[CH3:2].[F:15][C:16]1([F:21])[CH2:20][CH2:19][NH:18][CH2:17]1.CCN(C(C)C)C(C)C. (4) Given the product [Cl:1][C:2]1[N:3]=[C:4]([N:13]2[CH2:18][CH2:17][O:16][CH2:15][CH2:14]2)[C:5]2[CH:10]=[C:9]([CH2:11][N:20]([CH3:19])[S:22]([CH3:21])(=[O:24])=[O:23])[S:8][C:6]=2[N:7]=1, predict the reactants needed to synthesize it. The reactants are: [Cl:1][C:2]1[N:3]=[C:4]([N:13]2[CH2:18][CH2:17][O:16][CH2:15][CH2:14]2)[C:5]2[CH:10]=[C:9]([CH:11]=O)[S:8][C:6]=2[N:7]=1.[CH3:19][NH2:20].[CH3:21][S:22](Cl)(=[O:24])=[O:23]. (5) Given the product [Cl:17][C:18]1[N:19]=[CH:20][C:21]([CH2:24][NH:25][C:2]2[CH:7]=[C:6]([C:8]3[CH:13]=[CH:12][CH:11]=[C:10]([CH3:14])[C:9]=3[CH3:15])[N:5]=[C:4]([NH2:16])[N:3]=2)=[N:22][CH:23]=1, predict the reactants needed to synthesize it. The reactants are: Cl[C:2]1[CH:7]=[C:6]([C:8]2[CH:13]=[CH:12][CH:11]=[C:10]([CH3:14])[C:9]=2[CH3:15])[N:5]=[C:4]([NH2:16])[N:3]=1.[Cl:17][C:18]1[N:19]=[CH:20][C:21]([CH2:24][NH2:25])=[N:22][CH:23]=1.CCN(CC)CC.C(O)CCC. (6) Given the product [CH:12]1([N:15]2[C:23]3[C:18](=[CH:19][C:20]([CH2:24][N:2]4[C:3](=[O:10])[C:4]5[C:9](=[CH:8][CH:7]=[CH:6][CH:5]=5)[C:1]4=[O:11])=[CH:21][CH:22]=3)[CH:17]=[N:16]2)[CH2:14][CH2:13]1, predict the reactants needed to synthesize it. The reactants are: [C:1]1(=[O:11])[C:9]2[C:4](=[CH:5][CH:6]=[CH:7][CH:8]=2)[C:3](=[O:10])[NH:2]1.[CH:12]1([N:15]2[C:23]3[C:18](=[CH:19][C:20]([C:24](OC)=O)=[CH:21][CH:22]=3)[CH:17]=[N:16]2)[CH2:14][CH2:13]1.